From a dataset of TCR-epitope binding with 47,182 pairs between 192 epitopes and 23,139 TCRs. Binary Classification. Given a T-cell receptor sequence (or CDR3 region) and an epitope sequence, predict whether binding occurs between them. (1) Result: 0 (the TCR does not bind to the epitope). The epitope is ALSKGVHFV. The TCR CDR3 sequence is CSAREGVAGALYEQYF. (2) The epitope is QARQMVQAMRTIGTHP. The TCR CDR3 sequence is CASSLKRNYSPLHF. Result: 1 (the TCR binds to the epitope).